From a dataset of Full USPTO retrosynthesis dataset with 1.9M reactions from patents (1976-2016). Predict the reactants needed to synthesize the given product. (1) Given the product [Br:17][CH:8]([CH2:9][C:10]1[CH:11]=[CH:12][CH:13]=[CH:14][CH:15]=1)[C:7]([C:1]1[CH:6]=[CH:5][CH:4]=[CH:3][CH:2]=1)=[O:16], predict the reactants needed to synthesize it. The reactants are: [C:1]1([C:7](=[O:16])[CH2:8][CH2:9][C:10]2[CH:15]=[CH:14][CH:13]=[CH:12][CH:11]=2)[CH:6]=[CH:5][CH:4]=[CH:3][CH:2]=1.[Br:17]Br. (2) Given the product [Cl:1][C:2]1[CH:3]=[C:4]([CH:32]=[CH:33][CH:34]=1)[CH2:5][N:6]1[C:10]2[CH:11]=[C:12]([F:16])[C:13]([F:15])=[CH:14][C:9]=2[N:8]=[C:7]1[C:17]1[C:18]([O:23][CH2:24][CH:25]2[CH2:26][CH2:27]2)=[N:19][CH:20]=[CH:21][CH:22]=1, predict the reactants needed to synthesize it. The reactants are: [Cl:1][C:2]1[CH:3]=[C:4]([CH:32]=[CH:33][CH:34]=1)[CH2:5][N:6]1[C:10]2[CH:11]=[C:12]([F:16])[C:13]([F:15])=[CH:14][C:9]=2[N:8]=[C:7]1[C:17]1[C:18]([O:23][CH2:24][C:25]2C=CC=[CH:27][C:26]=2Cl)=[N:19][CH:20]=[CH:21][CH:22]=1.C1(CO)CC1. (3) Given the product [Cl:11][C:12]1[CH:13]=[C:14]2[C:15](=[CH:16][CH:17]=1)[N:18]=[C:19]([CH3:26])[C:20]([C:21]([O:23][CH2:24][CH3:25])=[O:22])=[CH:1]2, predict the reactants needed to synthesize it. The reactants are: [CH3:1]N(C=O)C.P(Cl)(Cl)(Cl)=O.[Cl:11][C:12]1[CH:17]=[CH:16][C:15]([NH:18][C:19]([CH3:26])=[CH:20][C:21]([O:23][CH2:24][CH3:25])=[O:22])=[CH:14][CH:13]=1. (4) Given the product [NH:1]1[C:9]2[C:4](=[C:5]([C:10]3[CH:11]=[C:12]([NH2:25])[C:13]4[C:17]([CH:18]=3)=[N:16][N:15]([CH:19]3[CH2:24][CH2:23][CH2:22][CH2:21][O:20]3)[CH:14]=4)[CH:6]=[CH:7][CH:8]=2)[CH:3]=[CH:2]1, predict the reactants needed to synthesize it. The reactants are: [NH:1]1[C:9]2[C:4](=[C:5]([C:10]3[CH:11]=[C:12]([N+:25]([O-])=O)[C:13]4[C:17]([CH:18]=3)=[N:16][N:15]([CH:19]3[CH2:24][CH2:23][CH2:22][CH2:21][O:20]3)[CH:14]=4)[CH:6]=[CH:7][CH:8]=2)[CH:3]=[CH:2]1.[H][H]. (5) Given the product [N+:22]([C:18]1[CH:17]=[C:16]([CH:21]=[CH:20][CH:19]=1)[CH2:15][P:1](=[O:2])([O:6][CH:7]([CH3:8])[CH3:9])[O:10][CH:11]([CH3:12])[CH3:13])([O-:24])=[O:23], predict the reactants needed to synthesize it. The reactants are: [P:1]([O:10][CH:11]([CH3:13])[CH3:12])([O:6][CH:7]([CH3:9])[CH3:8])[O:2]C(C)C.Br[CH2:15][C:16]1[CH:21]=[CH:20][CH:19]=[C:18]([N+:22]([O-:24])=[O:23])[CH:17]=1. (6) The reactants are: [C:1]([O:5][C:6]([NH:8][CH2:9][CH2:10][CH2:11][CH2:12][CH2:13][S:14]([N:17]([C:19]1[N:28]=[C:27]([C:29]([O:31][CH3:32])=[O:30])[C:26]([OH:33])=[C:25]2[C:20]=1[CH:21]=[CH:22][CH:23]=[N:24]2)[CH3:18])(=[O:16])=[O:15])=[O:7])([CH3:4])([CH3:3])[CH3:2].C([O-])([O-])=O.[Cs+].[Cs+].[CH2:40](Br)[C:41]1[CH:46]=[CH:45][CH:44]=[CH:43][CH:42]=1. Given the product [CH2:40]([O:33][C:26]1[C:27]([C:29]([O:31][CH3:32])=[O:30])=[N:28][C:19]([N:17]([CH3:18])[S:14]([CH2:13][CH2:12][CH2:11][CH2:10][CH2:9][NH:8][C:6]([O:5][C:1]([CH3:4])([CH3:3])[CH3:2])=[O:7])(=[O:16])=[O:15])=[C:20]2[C:25]=1[N:24]=[CH:23][CH:22]=[CH:21]2)[C:41]1[CH:46]=[CH:45][CH:44]=[CH:43][CH:42]=1, predict the reactants needed to synthesize it.